This data is from Catalyst prediction with 721,799 reactions and 888 catalyst types from USPTO. The task is: Predict which catalyst facilitates the given reaction. Reactant: [H-].[Li+].[Al+3].[H-].[H-].[H-].[C:7]1(/[CH:13]=[CH:14]/[C:15]2[O:16][CH:17]=[C:18]([CH2:20][O:21][C:22]3[CH:27]=[CH:26][C:25]([CH2:28][CH2:29][CH2:30][C:31](OCC)=[O:32])=[CH:24][CH:23]=3)[N:19]=2)[CH:12]=[CH:11][CH:10]=[CH:9][CH:8]=1.O1CCCC1.Cl. Product: [C:7]1(/[CH:13]=[CH:14]/[C:15]2[O:16][CH:17]=[C:18]([CH2:20][O:21][C:22]3[CH:23]=[CH:24][C:25]([CH2:28][CH2:29][CH2:30][CH2:31][OH:32])=[CH:26][CH:27]=3)[N:19]=2)[CH:8]=[CH:9][CH:10]=[CH:11][CH:12]=1. The catalyst class is: 280.